From a dataset of Reaction yield outcomes from USPTO patents with 853,638 reactions. Predict the reaction yield, written as a fraction of the theoretical maximum amount of product (1.0 means a 100% yield; for example, 0.34 means a 34% yield). (1) The reactants are [Cl:1][C:2]1[CH:3]=[C:4]2[C:8](=[C:9]([NH:11][CH:12]3[CH2:17][CH2:16][O:15][CH2:14][CH2:13]3)[CH:10]=1)[NH:7][C:6]([C:18]1[S:19][CH2:20][C@@H:21]([CH2:23][CH2:24][N:25]3[CH2:30][CH2:29][NH:28][CH2:27][CH2:26]3)[N:22]=1)=[CH:5]2.C(N(C(C)C)CC)(C)C.O=C1CCC(=O)N1[O:47][C:48](=O)[CH2:49][C:50]([F:53])([F:52])[F:51].O. The catalyst is ClCCl. The product is [Cl:1][C:2]1[CH:3]=[C:4]2[C:8](=[C:9]([NH:11][CH:12]3[CH2:17][CH2:16][O:15][CH2:14][CH2:13]3)[CH:10]=1)[NH:7][C:6]([C:18]1[S:19][CH2:20][C@@H:21]([CH2:23][CH2:24][N:25]3[CH2:30][CH2:29][N:28]([C:48](=[O:47])[CH2:49][C:50]([F:53])([F:52])[F:51])[CH2:27][CH2:26]3)[N:22]=1)=[CH:5]2. The yield is 0.0900. (2) The reactants are [CH2:1]1[C:6](=O)[CH2:5][CH2:4][N:3]([CH2:8][CH2:9][C:10]2[CH:15]=[CH:14][CH:13]=[CH:12][CH:11]=2)[CH2:2]1.[NH2:16][C:17]1[CH:18]=[C:19]2[C:23](=[CH:24][CH:25]=1)[NH:22][N:21]=[CH:20]2.C(O)(=O)C.C(=O)([O-])O.[Na+]. The product is [NH:22]1[C:23]2[C:19](=[CH:18][C:17]([NH:16][CH:6]3[CH2:5][CH2:4][N:3]([CH2:8][CH2:9][C:10]4[CH:15]=[CH:14][CH:13]=[CH:12][CH:11]=4)[CH2:2][CH2:1]3)=[CH:25][CH:24]=2)[CH:20]=[N:21]1. The catalyst is CO. The yield is 0.650. (3) The reactants are Br[C:2]1[CH:3]=[N:4][CH:5]=[C:6]([C:8]#[C:9][C:10]2[CH:15]=[CH:14][CH:13]=[CH:12][CH:11]=2)[CH:7]=1.[I-:16].[Na+].CNCCNC. The catalyst is O1CCOCC1.C(OCC)(=O)C.[Cu]I. The product is [I:16][C:2]1[CH:3]=[N:4][CH:5]=[C:6]([C:8]#[C:9][C:10]2[CH:15]=[CH:14][CH:13]=[CH:12][CH:11]=2)[CH:7]=1. The yield is 0.810. (4) The reactants are [CH:1]1([C:4]2[CH:11]=[CH:10][C:7]([CH:8]=O)=[C:6]([O:12][CH3:13])[N:5]=2)[CH2:3][CH2:2]1.[N+:14]([CH3:17])([O-:16])=[O:15].Cl.CN.C([O-])(=O)C.[Na+]. No catalyst specified. The product is [CH:1]1([C:4]2[N:5]=[C:6]([O:12][CH3:13])[C:7](/[CH:8]=[CH:17]/[N+:14]([O-:16])=[O:15])=[CH:10][CH:11]=2)[CH2:3][CH2:2]1. The yield is 0.898. (5) The reactants are [CH:1](O)=[O:2].CC(OC(C)=O)=O.[NH2:11][CH:12]([C:18]#[N:19])[C:13]([O:15][CH2:16][CH3:17])=[O:14]. The catalyst is C1COCC1. The product is [C:18]([CH:12]([NH:11][CH:1]=[O:2])[C:13]([O:15][CH2:16][CH3:17])=[O:14])#[N:19]. The yield is 0.700. (6) The reactants are [Cl:1][C:2]([F:46])([F:45])[O:3][C:4]1[C:5]([N:33]2[CH2:38][CH2:37][N:36]([C:39]3[CH:44]=[CH:43][CH:42]=[CH:41][N:40]=3)[CH2:35][CH2:34]2)=[C:6]([F:32])[CH:7]=[C:8]2[C:13]=1[N:12]([C:14]1[CH:19]=[CH:18][C:17]([CH2:20][N:21]3[CH2:25][CH2:24][CH2:23][CH2:22]3)=[CH:16][CH:15]=1)[CH:11]=[C:10]([C:26]([O:28]CC)=[O:27])[C:9]2=[O:31]. The catalyst is CC(O)C.O.Cl. The product is [Cl:1][C:2]([F:45])([F:46])[O:3][C:4]1[C:5]([N:33]2[CH2:38][CH2:37][N:36]([C:39]3[CH:44]=[CH:43][CH:42]=[CH:41][N:40]=3)[CH2:35][CH2:34]2)=[C:6]([F:32])[CH:7]=[C:8]2[C:13]=1[N:12]([C:14]1[CH:19]=[CH:18][C:17]([CH2:20][N:21]3[CH2:22][CH2:23][CH2:24][CH2:25]3)=[CH:16][CH:15]=1)[CH:11]=[C:10]([C:26]([OH:28])=[O:27])[C:9]2=[O:31]. The yield is 0.500. (7) The yield is 0.980. The reactants are [OH:1][C:2]1[C:11]2[C:6](=[C:7]([C:13]([OH:15])=[O:14])[CH:8]=[C:9]([I:12])[CH:10]=2)[N:5]=[CH:4][N:3]=1.OS(O)(=O)=O.[CH3:21][CH2:22]O. No catalyst specified. The product is [OH:1][C:2]1[C:11]2[C:6](=[C:7]([C:13]([O:15][CH2:21][CH3:22])=[O:14])[CH:8]=[C:9]([I:12])[CH:10]=2)[N:5]=[CH:4][N:3]=1. (8) The reactants are [C:1]([O:5][C:6]([NH:8][C:9]1[C:17]2[C:12](=[C:13]([F:24])[C:14]([O:21][CH2:22][CH3:23])=[C:15]([N+:18]([O-])=O)[CH:16]=2)[N:11]([C:25]([O:27][C:28]([CH3:31])([CH3:30])[CH3:29])=[O:26])[N:10]=1)=[O:7])([CH3:4])([CH3:3])[CH3:2].[H][H]. The catalyst is CO.[Ni]. The product is [NH2:18][C:15]1[CH:16]=[C:17]2[C:12](=[C:13]([F:24])[C:14]=1[O:21][CH2:22][CH3:23])[N:11]([C:25]([O:27][C:28]([CH3:29])([CH3:30])[CH3:31])=[O:26])[N:10]=[C:9]2[NH:8][C:6]([O:5][C:1]([CH3:2])([CH3:4])[CH3:3])=[O:7]. The yield is 0.360. (9) The reactants are [F:1][C:2]1[CH:3]=[N:4][CH:5]=[C:6]([N:8]2[CH:12]=[C:11]([N+:13]([O-])=O)[C:10]([CH3:16])=[N:9]2)[CH:7]=1.C(OCC)(=O)C.[C:23](O[C:23]([O:25][C:26]([CH3:29])([CH3:28])[CH3:27])=[O:24])([O:25][C:26]([CH3:29])([CH3:28])[CH3:27])=[O:24].C(=O)(O)[O-].[Na+]. The catalyst is C(O)C.[Pd].O. The product is [F:1][C:2]1[CH:7]=[C:6]([N:8]2[CH:12]=[C:11]([NH:13][C:23](=[O:24])[O:25][C:26]([CH3:29])([CH3:28])[CH3:27])[C:10]([CH3:16])=[N:9]2)[CH:5]=[N:4][CH:3]=1. The yield is 0.410. (10) The reactants are [NH2:1][C@H:2]1[CH2:8][CH2:7][C@@H:6]([O:9][Si:10]([C:13]([CH3:16])([CH3:15])[CH3:14])([CH3:12])[CH3:11])[CH2:5][N:4]([CH2:17][C:18]2[CH:19]=[N:20][CH:21]=[CH:22][CH:23]=2)[C:3]1=[O:24].[CH3:25][C:26]([CH3:44])([CH3:43])/[CH:27]=[CH:28]/[C@H:29]1[O:34][C:33]([CH3:36])([CH3:35])[O:32][CH:31]2[CH:37]([O:41][CH3:42])[C:38](=[O:40])[O:39][C@H:30]12.C(N(C(C)C)CC)(C)C. The catalyst is C(O)(C)C. The product is [C:13]([Si:10]([CH3:12])([CH3:11])[O:9][C@H:6]1[CH2:5][N:4]([CH2:17][C:18]2[CH:19]=[N:20][CH:21]=[CH:22][CH:23]=2)[C:3](=[O:24])[C@@H:2]([NH:1][C:38](=[O:40])[C@@H:37]([C@H:31]2[C@H:30]([OH:39])[C@@H:29](/[CH:28]=[CH:27]/[C:26]([CH3:43])([CH3:25])[CH3:44])[O:34][C:33]([CH3:36])([CH3:35])[O:32]2)[O:41][CH3:42])[CH2:8][CH2:7]1)([CH3:16])([CH3:15])[CH3:14]. The yield is 0.570.